This data is from Peptide-MHC class II binding affinity with 134,281 pairs from IEDB. The task is: Regression. Given a peptide amino acid sequence and an MHC pseudo amino acid sequence, predict their binding affinity value. This is MHC class II binding data. The peptide sequence is RHYLHTLWKAGILYK. The MHC is DRB1_0405 with pseudo-sequence DRB1_0405. The binding affinity (normalized) is 0.324.